Predict the product of the given reaction. From a dataset of Forward reaction prediction with 1.9M reactions from USPTO patents (1976-2016). (1) Given the reactants [CH3:1][C:2]1[N:7]=[C:6]([NH:8][C:9]2[O:10][CH:11]=[CH:12][N:13]=2)[N:5]=[C:4]([C:14]([OH:16])=O)[CH:3]=1.Cl.[F:18][C:19]([F:31])([F:30])[CH2:20][O:21][C:22]1[N:27]=[CH:26][C:25]([CH2:28][NH2:29])=[CH:24][CH:23]=1, predict the reaction product. The product is: [CH3:1][C:2]1[N:7]=[C:6]([NH:8][C:9]2[O:10][CH:11]=[CH:12][N:13]=2)[N:5]=[C:4]([C:14]([NH:29][CH2:28][C:25]2[CH:26]=[N:27][C:22]([O:21][CH2:20][C:19]([F:31])([F:18])[F:30])=[CH:23][CH:24]=2)=[O:16])[CH:3]=1. (2) Given the reactants [F:1][C:2]1[CH:8]=[C:7]([N:9]2[CH2:14][CH2:13][N:12]([CH3:15])[CH2:11][CH2:10]2)[C:6]([F:16])=[CH:5][C:3]=1[NH2:4].Cl[C:18]1[N:27]=[CH:26][C:25]2[C:20](=[C:21]([C:28]3[CH:29]=[C:30]([NH:34][C:35](=[O:38])[CH:36]=[CH2:37])[CH:31]=[CH:32][CH:33]=3)[CH:22]=[CH:23][CH:24]=2)[N:19]=1.C(O)(C(F)(F)F)=O, predict the reaction product. The product is: [F:1][C:2]1[CH:8]=[C:7]([N:9]2[CH2:14][CH2:13][N:12]([CH3:15])[CH2:11][CH2:10]2)[C:6]([F:16])=[CH:5][C:3]=1[NH:4][C:18]1[N:27]=[CH:26][C:25]2[C:20](=[C:21]([C:28]3[CH:29]=[C:30]([NH:34][C:35](=[O:38])[CH:36]=[CH2:37])[CH:31]=[CH:32][CH:33]=3)[CH:22]=[CH:23][CH:24]=2)[N:19]=1. (3) Given the reactants [CH2:1]([O:3][C:4](=[O:25])[CH2:5][C:6]1[CH:11]=[CH:10][CH:9]=[C:8]([S:12][C:13]2[C:21]3[C:16](=[C:17]([F:23])[C:18]([Cl:22])=[CH:19][CH:20]=3)[NH:15][C:14]=2[CH3:24])[N:7]=1)[CH3:2].Br[C:27]1[CH:28]=[N:29][N:30]([CH2:32][CH2:33][CH3:34])[CH:31]=1, predict the reaction product. The product is: [CH2:1]([O:3][C:4](=[O:25])[CH2:5][C:6]1[CH:11]=[CH:10][CH:9]=[C:8]([S:12][C:13]2[C:21]3[C:16](=[C:17]([F:23])[C:18]([Cl:22])=[CH:19][CH:20]=3)[N:15]([C:27]3[CH:28]=[N:29][N:30]([CH2:32][CH2:33][CH3:34])[CH:31]=3)[C:14]=2[CH3:24])[N:7]=1)[CH3:2]. (4) Given the reactants C([O:5][C:6](=[O:29])[CH2:7][N:8]1[CH2:12][CH2:11][CH2:10][C@@H:9]1[CH2:13][O:14][C:15]1[CH:20]=[CH:19][C:18]([O:21][C:22]2[CH:27]=[CH:26][C:25]([Cl:28])=[CH:24][CH:23]=2)=[CH:17][CH:16]=1)(C)(C)C.Cl.O1CCOCC1, predict the reaction product. The product is: [ClH:28].[Cl:28][C:25]1[CH:26]=[CH:27][C:22]([O:21][C:18]2[CH:19]=[CH:20][C:15]([O:14][CH2:13][C@H:9]3[CH2:10][CH2:11][CH2:12][N:8]3[CH2:7][C:6]([OH:29])=[O:5])=[CH:16][CH:17]=2)=[CH:23][CH:24]=1. (5) Given the reactants C[O:2][C:3](=[O:21])[C:4]1[CH:9]=[CH:8][C:7]([C:10]([O:12][CH2:13][C:14]2[CH:19]=[CH:18][CH:17]=[CH:16][CH:15]=2)=[O:11])=[C:6]([CH3:20])[CH:5]=1.O1CCCC1.O.[OH-].[Li+].Cl, predict the reaction product. The product is: [CH2:13]([O:12][C:10]([C:7]1[CH:8]=[CH:9][C:4]([C:3]([OH:21])=[O:2])=[CH:5][C:6]=1[CH3:20])=[O:11])[C:14]1[CH:15]=[CH:16][CH:17]=[CH:18][CH:19]=1.